This data is from Forward reaction prediction with 1.9M reactions from USPTO patents (1976-2016). The task is: Predict the product of the given reaction. (1) Given the reactants [CH3:1][O:2][C:3](=[O:33])[CH:4]([C:9]1[CH:10]=[C:11]([C:23]2[CH:28]=[CH:27][C:26]([C:29]([F:32])([F:31])[F:30])=[CH:25][CH:24]=2)[CH:12]=[C:13](OS(C(F)(F)F)(=O)=O)[CH:14]=1)[CH2:5][CH:6]([CH3:8])[CH3:7].[NH:34]1[C:43]2[C:38](=[CH:39][CH:40]=[CH:41][CH:42]=2)[CH2:37][CH2:36][CH2:35]1, predict the reaction product. The product is: [CH3:1][O:2][C:3](=[O:33])[CH:4]([C:9]1[CH:10]=[C:11]([C:23]2[CH:24]=[CH:25][C:26]([C:29]([F:32])([F:30])[F:31])=[CH:27][CH:28]=2)[CH:12]=[C:13]([N:34]2[C:43]3[C:38](=[CH:39][CH:40]=[CH:41][CH:42]=3)[CH2:37][CH2:36][CH2:35]2)[CH:14]=1)[CH2:5][CH:6]([CH3:8])[CH3:7]. (2) Given the reactants Br[C:2]1[C:3]([O:8][C:9]2[CH:14]=[CH:13][C:12]([NH:15][C:16]3[O:17][C:18]4[CH:24]=[CH:23][CH:22]=[CH:21][C:19]=4[N:20]=3)=[CH:11][CH:10]=2)=[N:4][CH:5]=[CH:6][CH:7]=1.[O:25]1[CH2:30][CH:29]=[C:28](B2OC(C)(C)C(C)(C)O2)[CH2:27][CH2:26]1.C(O)(O)=O.COCCOC, predict the reaction product. The product is: [O:25]1[CH2:26][CH:27]=[C:28]([C:2]2[C:3]([O:8][C:9]3[CH:14]=[CH:13][C:12]([NH:15][C:16]4[O:17][C:18]5[CH:24]=[CH:23][CH:22]=[CH:21][C:19]=5[N:20]=4)=[CH:11][CH:10]=3)=[N:4][CH:5]=[CH:6][CH:7]=2)[CH2:29][CH2:30]1.